Dataset: Drug-target binding data from BindingDB using Ki measurements. Task: Regression. Given a target protein amino acid sequence and a drug SMILES string, predict the binding affinity score between them. We predict pKi (pKi = -log10(Ki in M); higher means stronger inhibition). Dataset: bindingdb_ki. (1) The small molecule is O=C(C(=O)c1ccccc1)c1ccccc1. The target protein (O00748) has sequence MRLHRLRARLSAVACGLLLLLVRGQGQDSASPIRTTHTGQVLGSLVHVKGANAGVQTFLGIPFAKPPLGPLRFAPPEPPESWSGVRDGTTHPAMCLQDLTAVESEFLSQFNMTFPSDSMSEDCLYLSIYTPAHSHEGSNLPVMVWIHGGALVFGMASLYDGSMLAALENVVVVIIQYRLGVLGFFSTGDKHATGNWGYLDQVAALRWVQQNIAHFGGNPDRVTIFGESAGGTSVSSLVVSPISQGLFHGAIMESGVALLPGLIASSADVISTVVANLSACDQVDSEALVGCLRGKSKEEILAINKPFKMIPGVVDGVFLPRHPQELLASADFQPVPSIVGVNNNEFGWLIPKVMRIYDTQKEMDREASQAALQKMLTLLMLPPTFGDLLREEYIGDNGDPQTLQAQFQEMMADSMFVIPALQVAHFQCSRAPVYFYEFQHQPSWLKNIRPPHMKADHGDELPFVFRSFFGGNYIKFTEEEEQLSRKMMKYWANFARNGNP.... The pKi is 7.8. (2) The drug is CO[C@]1(C#CC(O)(c2cccs2)c2cccs2)CN2CCC1CC2. The target protein (P20309) has sequence MTLHNNSTTSPLFPNISSSWIHSPSDAGLPPGTVTHFGSYNVSRAAGNFSSPDGTTDDPLGGHTVWQVVFIAFLTGILALVTIIGNILVIVSFKVNKQLKTVNNYFLLSLACADLIIGVISMNLFTTYIIMNRWALGNLACDLWLAIDYVASNASVMNLLVISFDRYFSITRPLTYRAKRTTKRAGVMIGLAWVISFVLWAPAILFWQYFVGKRTVPPGECFIQFLSEPTITFGTAIAAFYMPVTIMTILYWRIYKETEKRTKELAGLQASGTEAETENFVHPTGSSRSCSSYELQQQSMKRSNRRKYGRCHFWFTTKSWKPSSEQMDQDHSSSDSWNNNDAAASLENSASSDEEDIGSETRAIYSIVLKLPGHSTILNSTKLPSSDNLQVPEEELGMVDLERKADKLQAQKSVDDGGSFPKSFSKLPIQLESAVDTAKTSDVNSSVGKSTATLPLSFKEATLAKRFALKTRSQITKRKRMSLVKEKKAAQTLSAILLAF.... The pKi is 9.8. (3) The compound is C[C@]12CC[C@H]3[C@@H](CC=C4C[C@@H](O)CC[C@@]43C)[C@@H]1CCC2=O. The target protein sequence is MQNCRKVADTLRKDSCDIIPDAAAPELKERALTIVVLGASGDLARNKTFPALFQLFCNGLIPRTINIVGYARTKMPDVEQWKKESLAKHFPRAKDRCPHIEAFLKTITYISGSYDGADDFFRLNDVITKFEESFPGKQKGGNRLFYLALPPSVFMHACTGIRTHVMQKPGLGWVRIIIEKPFGHDTESSNELSRQLEPLFEESQIFRIDHYLGKEMVQNIVVTRFANRVFSALWNNNNIACVRITFKESIGTEGRGGYFDKAGIIRDVVQNHLTQILSLLAMEKPRSLSPEDIRDEKVIVLRHVNPVTPADCVLGQYTRSEDGSIPGYLEDPTVPRGSKCATFVVLRLFINNDRWDGVPFIIEAGKAVERRYLGIRIQFKDEIRPFGVAAQRNELIIRAQPSEAMYLRLTAKTPGVLSDTHQTELDLSYEHRYNITLPDAYESLIHEALLGRSTNFVRKDELDAAWRIYTPLLEAIERGETTTYPYSAGSKGPAEAQKFV.... The pKi is 6.0. (4) The small molecule is COc1cccc(NC(=S)N(CCO)Cc2cc3cc(C)c(C)cc3[nH]c2=O)c1. The target protein sequence is MLYPLLTKTRNTYDLGGIWNFKLGEHNPNELLPSDEVMVIPTSFNDLMVSKEKRDYIGDFWYEKVIEVPKVSEGEEMVLRFGSVTHQAKIYVDGILVGEHKGGFTPFEVLVPECKYNNEKIKVSICANNVLDYTTLPVGNYSEIIQEDGSIKKKVRENFDFFNYAGVHRPLKLMIRPKNHISDITITSRLSDDLQSADLHFLVETNQKVDEVRISVFDEDNKLVGETKDSRLFLSDVHLWEVLNAYLYTARVEIFVDNQLQDVYEENFGLREIEVTNGQFLLNRKPIYFKGFGKHEDTFINGRGLNEAANLMDLNLLKDIGANSFRTSHYPYSEEMMRLADRMGVLVIDEVPAVGLFQNFNASLDLSPKDNGTWSLMQTKAAHEQAIQELVKRDKNHPSVVMWVVANEPASHEAGAHDYFEPLVKLYKDLDPQKRPVTLVNILMATPDRDQVMDLVDVVCLNRYYGWYVDHGDLTNAEVGLRKELLEWQDKFPDKPIIIT.... The pKi is 5.5.